From a dataset of Reaction yield outcomes from USPTO patents with 853,638 reactions. Predict the reaction yield, written as a fraction of the theoretical maximum amount of product (1.0 means a 100% yield; for example, 0.34 means a 34% yield). (1) The catalyst is CCCCCC.O. The yield is 0.750. The reactants are [C:1]1([S:7]([C:9]2[CH:14]=[CH:13][CH:12]=[CH:11][CH:10]=2)=O)[CH:6]=[CH:5][CH:4]=[CH:3][CH:2]=1.[C:15]1([CH2:21][C:22]2[CH:27]=[CH:26][CH:25]=[CH:24][CH:23]=2)[CH:20]=[CH:19][CH:18]=[CH:17][CH:16]=1.FC(F)(F)C(OC(=O)C(F)(F)F)=O.[F:41][C:42]([F:48])([F:47])[S:43]([OH:46])(=[O:45])=[O:44]. The product is [F:41][C:42]([F:48])([F:47])[S:43]([O-:46])(=[O:45])=[O:44].[C:9]1([S+:7]([C:1]2[CH:2]=[CH:3][CH:4]=[CH:5][CH:6]=2)[C:18]2[CH:19]=[CH:20][C:15]([CH2:21][C:22]3[CH:23]=[CH:24][CH:25]=[CH:26][CH:27]=3)=[CH:16][CH:17]=2)[CH:10]=[CH:11][CH:12]=[CH:13][CH:14]=1. (2) The product is [C:17]([O:21][C:22](=[O:33])[NH:23][C@H:24]1[CH2:25][CH2:26][C@H:27]([CH2:30][CH2:31][N:12]2[CH2:11][CH2:10][CH:9]([C:6]3[C:5]4[CH:15]=[CH:16][C:2]([F:1])=[CH:3][C:4]=4[O:8][N:7]=3)[CH2:14][CH2:13]2)[CH2:28][CH2:29]1)([CH3:20])([CH3:19])[CH3:18]. The catalyst is ClCCCl. The reactants are [F:1][C:2]1[CH:16]=[CH:15][C:5]2[C:6]([CH:9]3[CH2:14][CH2:13][NH:12][CH2:11][CH2:10]3)=[N:7][O:8][C:4]=2[CH:3]=1.[C:17]([O:21][C:22](=[O:33])[NH:23][C@H:24]1[CH2:29][CH2:28][C@H:27]([CH2:30][CH:31]=O)[CH2:26][CH2:25]1)([CH3:20])([CH3:19])[CH3:18].C(O[BH-](OC(=O)C)OC(=O)C)(=O)C.[Na+]. The yield is 1.00. (3) The product is [Br:11][C:5]1[CH:6]=[CH:7][C:8]([F:10])=[CH:9][C:4]=1[N:1]1[CH:17]=[C:16]([Si:13]([CH3:15])([CH3:14])[CH3:12])[N:3]=[N:2]1. The catalyst is C1(C)C=CC=CC=1. The yield is 0.950. The reactants are [N:1]([C:4]1[CH:9]=[C:8]([F:10])[CH:7]=[CH:6][C:5]=1[Br:11])=[N+:2]=[N-:3].[CH3:12][Si:13]([C:16]#[CH:17])([CH3:15])[CH3:14]. (4) The reactants are [F:1][C:2]1[CH:7]=[CH:6][C:5]([NH:8][C:9]2[C:10](=[CH:14][CH:15]=[CH:16][CH:17]=2)[C:11]([OH:13])=O)=[CH:4][CH:3]=1.P(Cl)(Cl)(Cl)=O.Cl. The catalyst is O. The product is [F:1][C:2]1[CH:3]=[CH:4][C:5]2[NH:8][C:9]3[C:10](=[CH:14][CH:15]=[CH:16][CH:17]=3)[C:11](=[O:13])[C:6]=2[CH:7]=1. The yield is 0.590. (5) The catalyst is O. The yield is 0.690. The product is [F:22][C:6]([F:5])([F:23])[C:7]1[CH:8]=[CH:9][C:10]([C:13]2[S:14][CH:15]=[C:16]([C:19]([CH3:21])=[O:20])[C:17]=2[OH:18])=[CH:11][CH:12]=1. The reactants are C(Cl)(Cl)Cl.[F:5][C:6]([F:23])([F:22])[C:7]1[CH:12]=[CH:11][C:10]([CH:13]2[C:17]([OH:18])=[C:16]([C:19]([CH3:21])=[O:20])[CH2:15][S:14]2)=[CH:9][CH:8]=1.S(Cl)(Cl)(=O)=O. (6) The reactants are [C:1]([N:5]([C:7]([CH3:16])([CH3:15])[C:8]([NH:10][C:11]([CH3:14])([CH3:13])[CH3:12])=[O:9])[OH:6])([CH3:4])([CH3:3])[CH3:2].[C:17]1([CH:23](Cl)[C:24]2[CH:29]=[CH:28][CH:27]=[CH:26][CH:25]=2)[CH:22]=[CH:21][CH:20]=[CH:19][CH:18]=1. No catalyst specified. The product is [C:17]1([CH:23]([C:24]2[CH:25]=[CH:26][CH:27]=[CH:28][CH:29]=2)[O:6][N:5]([C:1]([CH3:4])([CH3:3])[CH3:2])[C:7]([CH3:16])([CH3:15])[C:8]([NH:10][C:11]([CH3:14])([CH3:13])[CH3:12])=[O:9])[CH:22]=[CH:21][CH:20]=[CH:19][CH:18]=1. The yield is 0.627. (7) The reactants are C[Si]([C:5]#[C:6][C:7]1[CH:12]=[CH:11][C:10]([Si:13]([C:28]2[CH:33]=[CH:32][C:31]([C:34]#[C:35][Si](C)(C)C)=[CH:30][CH:29]=2)([CH3:27])[O:14][Si:15]([CH3:26])([CH3:25])[O:16][Si:17]([CH3:24])([CH3:23])[O:18][Si:19]([CH3:22])([CH3:21])[CH3:20])=[CH:9][CH:8]=1)(C)C.CO.C1COCC1. The catalyst is CO.C1COCC1.N.O. The product is [C:6]([C:7]1[CH:8]=[CH:9][C:10]([Si:13]([C:28]2[CH:29]=[CH:30][C:31]([C:34]#[CH:35])=[CH:32][CH:33]=2)([CH3:27])[O:14][Si:15]([CH3:26])([CH3:25])[O:16][Si:17]([CH3:23])([CH3:24])[O:18][Si:19]([CH3:20])([CH3:21])[CH3:22])=[CH:11][CH:12]=1)#[CH:5]. The yield is 0.610.